This data is from Catalyst prediction with 721,799 reactions and 888 catalyst types from USPTO. The task is: Predict which catalyst facilitates the given reaction. (1) Reactant: [Cl:1][C:2]1[CH:3]=[C:4]([OH:23])[CH:5]=[CH:6][C:7]=1[CH:8]([CH3:22])[C:9]([OH:21])([C:14]1[CH:19]=[N:18][C:17]([CH3:20])=[CH:16][N:15]=1)[C:10]([F:13])([F:12])[F:11].Br[CH2:25][C:26]1[CH:36]=[CH:35][C:29]([C:30]([O:32][CH2:33][CH3:34])=[O:31])=[CH:28][CH:27]=1.[I-].[K+].C(=O)([O-])[O-].[K+].[K+]. Product: [CH2:33]([O:32][C:30](=[O:31])[C:29]1[CH:35]=[CH:36][C:26]([CH2:25][O:23][C:4]2[CH:5]=[CH:6][C:7]([CH:8]([CH3:22])[C:9]([OH:21])([C:14]3[CH:19]=[N:18][C:17]([CH3:20])=[CH:16][N:15]=3)[C:10]([F:13])([F:11])[F:12])=[C:2]([Cl:1])[CH:3]=2)=[CH:27][CH:28]=1)[CH3:34]. The catalyst class is: 21. (2) Reactant: [CH3:1][O:2][NH:3][CH2:4][CH2:5][CH2:6][CH2:7][N:8]1[C:20]2[C:19]3[N:18]=[CH:17][CH:16]=[CH:15][C:14]=3[N:13]=[C:12]([NH2:21])[C:11]=2[N:10]=[C:9]1[CH2:22][O:23][CH2:24][CH3:25].C(N(CC)CC)C.[CH:33]([N:36]=[C:37]=[O:38])([CH3:35])[CH3:34]. Product: [NH2:21][C:12]1[C:11]2[N:10]=[C:9]([CH2:22][O:23][CH2:24][CH3:25])[N:8]([CH2:7][CH2:6][CH2:5][CH2:4][N:3]([O:2][CH3:1])[C:37]([NH:36][CH:33]([CH3:35])[CH3:34])=[O:38])[C:20]=2[C:19]2[N:18]=[CH:17][CH:16]=[CH:15][C:14]=2[N:13]=1. The catalyst class is: 503. (3) Reactant: [C:1]1([CH2:7][CH2:8][CH2:9][CH:10]([NH:20][C:21]([CH:23]2[CH2:28][CH2:27][NH:26][CH2:25][CH2:24]2)=[O:22])[CH2:11][CH2:12][CH2:13][C:14]2[CH:19]=[CH:18][CH:17]=[CH:16][CH:15]=2)[CH:6]=[CH:5][CH:4]=[CH:3][CH:2]=1.[CH3:29][O:30][C:31]1[CH:32]=[C:33]([CH:39]=[C:40]([O:44][CH3:45])[C:41]=1[O:42][CH3:43])OCC1CO1. Product: [C:1]1([CH2:7][CH2:8][CH2:9][CH:10]([NH:20][C:21]([CH:23]2[CH2:28][CH2:27][N:26]([CH2:41][CH:31]([OH:30])[CH2:32][C:33]3[CH:39]=[C:40]([O:44][CH3:45])[C:41]([O:42][CH3:43])=[C:31]([O:30][CH3:29])[CH:32]=3)[CH2:25][CH2:24]2)=[O:22])[CH2:11][CH2:12][CH2:13][C:14]2[CH:19]=[CH:18][CH:17]=[CH:16][CH:15]=2)[CH:6]=[CH:5][CH:4]=[CH:3][CH:2]=1. The catalyst class is: 32. (4) Reactant: [CH2:1]([N:3]([C@@H:11]1[CH2:15][CH2:14][N:13]([C:16]2[C:21]([CH2:22][OH:23])=[CH:20][CH:19]=[CH:18][N:17]=2)[CH2:12]1)[C:4](=[O:10])[O:5][C:6]([CH3:9])([CH3:8])[CH3:7])[CH3:2].[CH3:24][C:25]([CH3:31])([CH3:30])[CH2:26][C:27](O)=[O:28].CCN=C=NCCCN(C)C.C1C=CC2N(O)N=NC=2C=1. Product: [CH3:24][C:25]([CH3:31])([CH3:30])[CH2:26][C:27]([O:23][CH2:22][C:21]1[C:16]([N:13]2[CH2:14][CH2:15][C@@H:11]([N:3]([C:4]([O:5][C:6]([CH3:9])([CH3:7])[CH3:8])=[O:10])[CH2:1][CH3:2])[CH2:12]2)=[N:17][CH:18]=[CH:19][CH:20]=1)=[O:28]. The catalyst class is: 34. (5) Reactant: C(N(CC)CC)C.[C:8](Cl)(=[O:16])[O:9][C:10]1[CH:15]=[CH:14][CH:13]=[CH:12][CH:11]=1.[F:18][C:19]1[CH:29]=[CH:28][C:22]([O:23][CH2:24][CH2:25][CH2:26][NH2:27])=[C:21]([N+:30]([O-:32])=[O:31])[CH:20]=1. Product: [F:18][C:19]1[CH:29]=[CH:28][C:22]([O:23][CH2:24][CH2:25][CH2:26][NH:27][C:8](=[O:16])[O:9][C:10]2[CH:15]=[CH:14][CH:13]=[CH:12][CH:11]=2)=[C:21]([N+:30]([O-:32])=[O:31])[CH:20]=1. The catalyst class is: 12. (6) Reactant: Cl[C:2]1[CH:11]=[C:10]([NH:12][C:13]2[CH:18]=[C:17]([CH3:19])[CH:16]=[CH:15][C:14]=2[Cl:20])[C:5]([C:6]([O:8][CH3:9])=[O:7])=[CH:4][N:3]=1.C(O)(=[O:23])C. Product: [Cl:20][C:14]1[CH:15]=[CH:16][C:17]([CH3:19])=[CH:18][C:13]=1[NH:12][C:10]1[C:5]([C:6]([O:8][CH3:9])=[O:7])=[CH:4][NH:3][C:2](=[O:23])[CH:11]=1. The catalyst class is: 6.